From a dataset of Forward reaction prediction with 1.9M reactions from USPTO patents (1976-2016). Predict the product of the given reaction. Given the reactants [CH:1]1[CH:8]=[CH:7][CH:6]=[CH:5][CH:4]=[CH:3][CH:2]=1.[C:9]1(=[O:15])[O:14][C:12](=[O:13])[CH:11]=[CH:10]1, predict the reaction product. The product is: [C@@H:1]12[CH:8]=[CH:7][C@H:6]([C@@H:5]3[C@H:2]1[CH:3]=[CH:4]3)[C@H:11]1[C@@H:10]2[C:9](=[O:15])[O:14][C:12]1=[O:13].